Dataset: Experimentally validated miRNA-target interactions with 360,000+ pairs, plus equal number of negative samples. Task: Binary Classification. Given a miRNA mature sequence and a target amino acid sequence, predict their likelihood of interaction. (1) The miRNA is hsa-miR-619-3p with sequence GACCUGGACAUGUUUGUGCCCAGU. The protein sequence of the target gene is MVKLTAELIEQAAQYTNAVRDRELDLRGYKIPVIENLGATLDQFDAIDFSDNEIRKLDGFPLLRRLKTLLVNNNRICRIGEGLDQALPCLTELILTNNSLVELGDLDPLASLKSLTYLSILRNPVTNKKHYRLYVIYKVPQVRVLDFQKVKLKERQEAEKMFKGKRGAQLAKDIARRSKTFNPGAGLPTDKKKGGPSPGDVEAIKNAIANASTLAEVERLKGLLQSGQIPGRERRSGPTDDGEEEMEEDTVTNGS. Result: 0 (no interaction). (2) The miRNA is hsa-miR-3192-5p with sequence UCUGGGAGGUUGUAGCAGUGGAA. The protein sequence of the target gene is MGGSASSQLDEGKCAYIRGKTEASIKNFSPYYSRQYSVAFCNHVRSEVEQQRDLTSQFLKTKPPLEPGTVLYEAELSQFAEDIRKWKDRYIVIKNDFAVESYESKEAYQRGAVPKSRILPAGGKVLTSEEEYSLLSDKHFPDPTASSEKNSQPFVLLPKAFPVYLWQPYLRHGYFCFHEAAEQQKFSALLNDCIRHLNHDYMKQTTFEAQAFLEAVQFFRQEKGHYGSWEMTTGDEVQVLSKLVMEELLPTLQTDLLPKLKGKKNDRKRAWFGLLEEAYNLVQHQVSEGLNALKEECRAL.... Result: 0 (no interaction). (3) The protein sequence of the target gene is MGSLTFWDVTIEFALEEWQCLDMAQQNLYRNVMLENYRNLVFLGIAVSKLDLITCLKQGKEPWNMKRHEMVTKPPVISSHFTQDFWPDQSIKDSFQEIILRTYARCGHKNLRLRKDCESVNEGKMHEEAYNKLNQCWTTTQGKIFQCNKYVKVFHKYSNSNRYKIRHTKKKTFKCMKCSKSFFMLSHLIQHKRIHTRENIYKCEERGKAFKWFSTLIKHKIIHTEDKPYKYKKCGKAFNISSMFTKCKIIHTGKKPCKCEECGKVFNNSSTLMKHKIIHTGKKPYKCEECGKAFKQSSHL.... The miRNA is hsa-miR-4478 with sequence GAGGCUGAGCUGAGGAG. Result: 1 (interaction).